This data is from Full USPTO retrosynthesis dataset with 1.9M reactions from patents (1976-2016). The task is: Predict the reactants needed to synthesize the given product. Given the product [ClH:1].[Cl:1][C:2]1[CH:3]=[CH:4][C:5]2[O:11][CH2:10][CH:9]3[CH2:12][NH:13][CH2:14][CH2:15][N:8]3[C:7](=[O:23])[C:6]=2[CH:24]=1, predict the reactants needed to synthesize it. The reactants are: [Cl:1][C:2]1[CH:3]=[CH:4][C:5]2[O:11][CH2:10][CH:9]3[CH2:12][N:13](C(OC(C)(C)C)=O)[CH2:14][CH2:15][N:8]3[C:7](=[O:23])[C:6]=2[CH:24]=1.